Dataset: Full USPTO retrosynthesis dataset with 1.9M reactions from patents (1976-2016). Task: Predict the reactants needed to synthesize the given product. (1) Given the product [CH3:23][Si:24]([CH3:29])([CH3:28])[CH2:25][CH2:26][O:8][C:7](=[O:9])[C:6]1[CH:10]=[C:2]([Br:1])[C:3]([Cl:22])=[CH:4][C:5]=1[O:11][CH2:12][CH2:13][CH2:14][C:15]([O:17][C:18]([CH3:19])([CH3:21])[CH3:20])=[O:16], predict the reactants needed to synthesize it. The reactants are: [Br:1][C:2]1[C:3]([Cl:22])=[CH:4][C:5]([O:11][CH2:12][CH2:13][CH2:14][C:15]([O:17][C:18]([CH3:21])([CH3:20])[CH3:19])=[O:16])=[C:6]([CH:10]=1)[C:7]([OH:9])=[O:8].[CH3:23][Si:24]([CH3:29])([CH3:28])[CH2:25][CH2:26]O.C1(N=C=NC2CCCCC2)CCCCC1. (2) Given the product [CH2:1]([C:3]1[CH:11]=[CH:10][C:6]([C:7]([OH:9])=[O:8])=[CH:5][C:4]=1[N+:12]([O-:14])=[O:13])[CH3:2], predict the reactants needed to synthesize it. The reactants are: [CH2:1]([C:3]1[CH:11]=[CH:10][C:6]([C:7]([OH:9])=[O:8])=[CH:5][CH:4]=1)[CH3:2].[N+:12]([O-])([OH:14])=[O:13]. (3) Given the product [ClH:32].[C:1]([C:5]1[CH:10]=[CH:9][C:8]([C:11]2[N:12]([C:30]([N:43]3[CH2:42][CH2:41][N:40]([CH2:39][C:38]([N:37]([CH3:47])[CH3:36])=[O:46])[CH2:45][CH2:44]3)=[O:31])[C@H:13]([C:23]3[CH:28]=[CH:27][C:26]([F:29])=[CH:25][CH:24]=3)[C@H:14]([C:16]3[CH:21]=[CH:20][C:19]([F:22])=[CH:18][CH:17]=3)[N:15]=2)=[C:7]([O:33][CH2:34][CH3:35])[CH:6]=1)([CH3:4])([CH3:3])[CH3:2], predict the reactants needed to synthesize it. The reactants are: [C:1]([C:5]1[CH:10]=[CH:9][C:8]([C:11]2[N:12]([C:30]([Cl:32])=[O:31])[C@H:13]([C:23]3[CH:28]=[CH:27][C:26]([F:29])=[CH:25][CH:24]=3)[C@H:14]([C:16]3[CH:21]=[CH:20][C:19]([F:22])=[CH:18][CH:17]=3)[N:15]=2)=[C:7]([O:33][CH2:34][CH3:35])[CH:6]=1)([CH3:4])([CH3:3])[CH3:2].[CH3:36][N:37]([CH3:47])[C:38](=[O:46])[CH2:39][N:40]1[CH2:45][CH2:44][NH:43][CH2:42][CH2:41]1.